From a dataset of Reaction yield outcomes from USPTO patents with 853,638 reactions. Predict the reaction yield, written as a fraction of the theoretical maximum amount of product (1.0 means a 100% yield; for example, 0.34 means a 34% yield). (1) The reactants are [NH:1]1[C:5]2[CH:6]=[CH:7][CH:8]=[CH:9][C:4]=2[N:3]=[C:2]1[C:10]([N:12]1[CH2:15][CH:14]([C:16]2[C:21](Cl)=[N:20][CH:19]=[CH:18][N:17]=2)[CH2:13]1)=[O:11].[C:23]([O:27][C:28]([N:30]1[CH2:35][CH:34]=[C:33](B2OC(C)(C)C(C)(C)O2)[CH2:32][CH2:31]1)=[O:29])([CH3:26])([CH3:25])[CH3:24].[O-]P([O-])([O-])=O.[K+].[K+].[K+]. The catalyst is O1CCOCC1.O.C1C=CC(P(C2C=CC=CC=2)[C-]2C=CC=C2)=CC=1.C1C=CC(P(C2C=CC=CC=2)[C-]2C=CC=C2)=CC=1.Cl[Pd]Cl.[Fe+2]. The product is [C:23]([O:27][C:28]([N:30]1[CH2:31][CH:32]=[C:33]([C:21]2[C:16]([CH:14]3[CH2:15][N:12]([C:10]([C:2]4[NH:3][C:4]5[CH:9]=[CH:8][CH:7]=[CH:6][C:5]=5[N:1]=4)=[O:11])[CH2:13]3)=[N:17][CH:18]=[CH:19][N:20]=2)[CH2:34][CH2:35]1)=[O:29])([CH3:26])([CH3:24])[CH3:25]. The yield is 0.800. (2) The reactants are Cl.Cl.[C:3]1([CH:9]([C:16]2[CH:21]=[CH:20][CH:19]=[CH:18][CH:17]=2)[N:10]2[CH2:13][CH:12]([NH:14][NH2:15])[CH2:11]2)[CH:8]=[CH:7][CH:6]=[CH:5][CH:4]=1.[Cl:22][C:23]1[CH:24]=[CH:25][C:26]([OH:36])=[C:27]([C:29](=O)/[CH:30]=[CH:31]/N(C)C)[CH:28]=1. The catalyst is C(O)C.C(O)(=O)C.COC(C)(C)C. The product is [Cl:22][C:23]1[CH:24]=[CH:25][C:26]([OH:36])=[C:27]([C:29]2[N:14]([CH:12]3[CH2:13][N:10]([CH:9]([C:3]4[CH:4]=[CH:5][CH:6]=[CH:7][CH:8]=4)[C:16]4[CH:21]=[CH:20][CH:19]=[CH:18][CH:17]=4)[CH2:11]3)[N:15]=[CH:31][CH:30]=2)[CH:28]=1. The yield is 0.420. (3) The reactants are O=P(Cl)(Cl)Cl.[CH3:6][CH2:7][CH2:8][CH2:9][CH2:10][CH2:11][C:12]1[CH:13]=[CH:14][C:15]([OH:19])=[CH:16][C:17]=1[OH:18].[C:20]([O-])(=[O:22])C.[Na+]. The catalyst is CN(C=O)C. The product is [CH2:11]([C:12]1[C:17]([OH:18])=[CH:16][C:15]([OH:19])=[C:14]([CH:13]=1)[CH:20]=[O:22])[CH2:10][CH2:9][CH2:8][CH2:7][CH3:6]. The yield is 0.730. (4) The reactants are [CH:1]([C:3]1[S:7][C:6]([C:8]2[CH:9]=[C:10]3[C:14](=[C:15]([C:17]([NH2:19])=[O:18])[CH:16]=2)[NH:13][CH:12]=[C:11]3[CH:20]2[CH2:25][CH2:24][N:23]([S:26]([CH2:29][CH2:30][CH2:31][N:32]3[CH2:37][CH2:36][O:35][CH2:34][CH2:33]3)(=[O:28])=[O:27])[CH2:22][CH2:21]2)=[CH:5][CH:4]=1)=O.[CH2:38]([NH2:40])[CH3:39].[BH4-].[Na+]. The catalyst is CO. The product is [CH2:38]([NH:40][CH2:1][C:3]1[S:7][C:6]([C:8]2[CH:9]=[C:10]3[C:14](=[C:15]([C:17]([NH2:19])=[O:18])[CH:16]=2)[NH:13][CH:12]=[C:11]3[CH:20]2[CH2:21][CH2:22][N:23]([S:26]([CH2:29][CH2:30][CH2:31][N:32]3[CH2:37][CH2:36][O:35][CH2:34][CH2:33]3)(=[O:28])=[O:27])[CH2:24][CH2:25]2)=[CH:5][CH:4]=1)[CH3:39]. The yield is 0.520. (5) The reactants are [NH3:1].C([O:4][C:5](=O)[CH2:6][C:7]1[N:11]2[CH:12]=[C:13]([C:16]([C:29]3[CH:34]=[CH:33][CH:32]=[CH:31][CH:30]=3)([C:23]3[CH:28]=[CH:27][CH:26]=[CH:25][CH:24]=3)[O:17][SiH2:18][C:19]([CH3:22])([CH3:21])[CH3:20])[CH:14]=[CH:15][C:10]2=[N:9][C:8]=1[CH3:35])C. No catalyst specified. The product is [C:19]([SiH2:18][O:17][C:16]([C:29]1[CH:30]=[CH:31][CH:32]=[CH:33][CH:34]=1)([C:23]1[CH:28]=[CH:27][CH:26]=[CH:25][CH:24]=1)[C:13]1[CH:14]=[CH:15][C:10]2[N:11]([C:7]([CH2:6][C:5]([NH2:1])=[O:4])=[C:8]([CH3:35])[N:9]=2)[CH:12]=1)([CH3:21])([CH3:22])[CH3:20]. The yield is 0.900. (6) The reactants are [O:1]1[CH2:6][CH2:5][CH:4]([CH2:7][CH2:8][N:9]2[C:13]3=[N:14][C:15]([Sn](C)(C)C)=[CH:16][N:17]=[C:12]3[NH:11][C:10]2=[O:22])[CH2:3][CH2:2]1.[C:38]1([CH3:43])[CH:39]=[CH:40][CH:41]=[CH:42][C:37]=1P([C:37]1[CH:42]=[CH:41][CH:40]=[CH:39][C:38]=1[CH3:43])[C:37]1[CH:42]=[CH:41][CH:40]=[CH:39][C:38]=1[CH3:43].[CH2:45]([N:47](CC)[CH2:48]C)[CH3:46].Cl. The catalyst is CN(C)C=O. The product is [NH:47]1[CH2:45][CH2:46][CH:43]([C:38]2[CH:37]=[CH:42][C:41]([C:15]3[N:14]=[C:13]4[N:9]([CH2:8][CH2:7][CH:4]5[CH2:5][CH2:6][O:1][CH2:2][CH2:3]5)[C:10](=[O:22])[NH:11][C:12]4=[N:17][CH:16]=3)=[CH:40][CH:39]=2)[CH2:48]1. The yield is 0.0600. (7) The reactants are Cl[C:2]1[CH:7]=[CH:6][NH:5][C:4](=[O:8])[C:3]=1[C:9]1[NH:23][C:12]2=[CH:13][C:14]3[C:15](=[O:22])[N:16]([CH3:21])[C:17](=[O:20])[C:18]=3[CH:19]=[C:11]2[N:10]=1.[F:24][C:25]1[CH:30]=[CH:29][C:28]([F:31])=[CH:27][C:26]=1[CH2:32][CH:33]([NH2:35])[CH3:34].C(N(CC)C(C)C)(C)C. The catalyst is C(O)CCC. The product is [F:24][C:25]1[CH:30]=[CH:29][C:28]([F:31])=[CH:27][C:26]=1[CH2:32][CH:33]([NH:35][C:2]1[CH:7]=[CH:6][NH:5][C:4](=[O:8])[C:3]=1[C:9]1[NH:23][C:12]2=[CH:13][C:14]3[C:15](=[O:22])[N:16]([CH3:21])[C:17](=[O:20])[C:18]=3[CH:19]=[C:11]2[N:10]=1)[CH3:34]. The yield is 0.613. (8) The reactants are [CH3:1][O:2][C:3](=[O:13])[C:4]1[CH:9]=[CH:8][C:7](F)=[C:6]([F:11])[C:5]=1[F:12].Cl.[CH3:15][NH:16][CH3:17].C(=O)([O-])[O-].[K+].[K+]. The catalyst is CS(C)=O. The product is [CH3:1][O:2][C:3](=[O:13])[C:4]1[CH:9]=[CH:8][C:7]([N:16]([CH3:17])[CH3:15])=[C:6]([F:11])[C:5]=1[F:12]. The yield is 0.690. (9) The reactants are [NH:1]1[C:9]2[C:4](=[C:5](/[CH:10]=[N:11]/[NH:12][C:13](=[O:27])[CH2:14][O:15][C:16]3[C:21]([CH3:22])=[CH:20][C:19]([N+:23]([O-])=O)=[CH:18][C:17]=3[CH3:26])[CH:6]=[CH:7][CH:8]=2)[CH:3]=[CH:2]1. The catalyst is C(O)(=O)C.[Zn]. The product is [NH:1]1[C:9]2[C:4](=[C:5](/[CH:10]=[N:11]/[NH:12][C:13](=[O:27])[CH2:14][O:15][C:16]3[C:17]([CH3:26])=[CH:18][C:19]([NH2:23])=[CH:20][C:21]=3[CH3:22])[CH:6]=[CH:7][CH:8]=2)[CH:3]=[CH:2]1. The yield is 0.110. (10) The reactants are I(Cl)(=O)=O.[I:5](Cl)(=O)=O.C([N+](C)(C)C)C1C=CC=CC=1.[Br:20][C:21]1[CH:29]=[CH:28][C:24]2[O:25][CH2:26][O:27][C:23]=2[C:22]=1[NH2:30].C(=O)([O-])[O-].[Ca+2].CCCC(C)C. The catalyst is ClCCl.CO.C(OCC)(=O)C. The product is [Br:20][C:21]1[CH:29]=[C:28]([I:5])[C:24]2[O:25][CH2:26][O:27][C:23]=2[C:22]=1[NH2:30]. The yield is 0.760.